The task is: Predict the reaction yield, written as a fraction of the theoretical maximum amount of product (1.0 means a 100% yield; for example, 0.34 means a 34% yield).. This data is from Reaction yield outcomes from USPTO patents with 853,638 reactions. (1) The reactants are [N:1]1([CH2:7][CH2:8][NH:9][S:10]([C:13]2[CH:18]=[CH:17][C:16]([N+:19]([O-])=O)=[CH:15][CH:14]=2)(=[O:12])=[O:11])[CH2:6][CH2:5][O:4][CH2:3][CH2:2]1.C(O)C.[Cl-].[NH4+]. The catalyst is [Fe].O. The product is [NH2:19][C:16]1[CH:15]=[CH:14][C:13]([S:10]([NH:9][CH2:8][CH2:7][N:1]2[CH2:2][CH2:3][O:4][CH2:5][CH2:6]2)(=[O:12])=[O:11])=[CH:18][CH:17]=1. The yield is 0.780. (2) The reactants are [Si:1]([O:8][CH2:9][C@@H:10]1[C:15]([CH2:16][CH3:17])=[CH:14][C@H:13](O)[CH2:12][N:11]1[C:19]([O:21][C:22]([CH3:25])([CH3:24])[CH3:23])=[O:20])([C:4]([CH3:7])([CH3:6])[CH3:5])([CH3:3])[CH3:2].[CH2:26]([O:29][NH:30][S:31]([C:34]1[CH:39]=[CH:38][CH:37]=[CH:36][C:35]=1[N+:40]([O-:42])=[O:41])(=[O:33])=[O:32])[CH:27]=[CH2:28].C1(P(C2C=CC=CC=2)C2C=CC=CC=2)C=CC=CC=1.N(/C(OC(C)C)=O)=N\C(OC(C)C)=O. The catalyst is C1(C)C=CC=CC=1. The product is [CH2:26]([O:29][N:30]([C@H:13]1[CH2:12][N:11]([C:19]([O:21][C:22]([CH3:23])([CH3:25])[CH3:24])=[O:20])[C@H:10]([CH2:9][O:8][Si:1]([C:4]([CH3:5])([CH3:6])[CH3:7])([CH3:2])[CH3:3])[C:15]([CH2:16][CH3:17])=[CH:14]1)[S:31]([C:34]1[CH:39]=[CH:38][CH:37]=[CH:36][C:35]=1[N+:40]([O-:42])=[O:41])(=[O:33])=[O:32])[CH:27]=[CH2:28]. The yield is 0.668. (3) The reactants are [Br:1][CH2:2][CH2:3]Br.[Br:5][C:6]1[CH:11]=[CH:10][C:9]([Br:12])=[CH:8][C:7]=1[OH:13]. The catalyst is C(#N)C.[OH-].[Na+].O. The product is [Br:5][C:6]1[CH:11]=[CH:10][C:9]([Br:12])=[CH:8][C:7]=1[O:13][CH2:3][CH2:2][Br:1]. The yield is 0.490. (4) The reactants are [CH3:1][N:2]1[C:6]([C:7](=[O:24])[NH:8][C:9]2[CH:14]=[CH:13][N:12]3[N:15]=[C:16]([N:18]4[CH2:23][CH2:22][O:21][CH2:20][CH2:19]4)[N:17]=[C:11]3[CH:10]=2)=[C:5]([C:25](O)=[O:26])[CH:4]=[N:3]1.C(O)(=O)C(O)=O.[CH2:34]1[C:37]2([CH2:40][NH:39][CH2:38]2)[CH2:36][O:35]1.[CH2:34]1[C:37]2([CH2:40][NH:39][CH2:38]2)[CH2:36][O:35]1. No catalyst specified. The product is [N:18]1([C:16]2[N:17]=[C:11]3[CH:10]=[C:9]([NH:8][C:7]([C:6]4[N:2]([CH3:1])[N:3]=[CH:4][C:5]=4[C:25]([N:39]4[CH2:40][C:37]5([CH2:34][O:35][CH2:36]5)[CH2:38]4)=[O:26])=[O:24])[CH:14]=[CH:13][N:12]3[N:15]=2)[CH2:19][CH2:20][O:21][CH2:22][CH2:23]1. The yield is 0.228. (5) The catalyst is N1C=CC=CC=1. The product is [S:1]1[C:5]2[CH:6]=[C:7]([C:10]3[C:15]([CH:16]([CH2:21][CH2:22][CH3:23])[C:17]([OH:19])=[O:18])=[C:14]([CH3:24])[N:13]=[C:12]([C:25]4[CH:26]=[CH:27][CH:28]=[CH:29][CH:30]=4)[N:11]=3)[CH:8]=[CH:9][C:4]=2[N:3]=[CH:2]1. The yield is 0.350. The reactants are [S:1]1[C:5]2[CH:6]=[C:7]([C:10]3[C:15]([CH:16]([CH2:21][CH2:22][CH3:23])[C:17]([O:19]C)=[O:18])=[C:14]([CH3:24])[N:13]=[C:12]([C:25]4[CH:30]=[CH:29][CH:28]=[CH:27][CH:26]=4)[N:11]=3)[CH:8]=[CH:9][C:4]=2[N:3]=[CH:2]1.[I-].[Li+]. (6) The reactants are N1CCCCC1.[OH:7][C:8]1[CH:15]=[CH:14][C:11]([CH:12]=O)=[CH:10][C:9]=1[O:16][CH3:17].C([CH2:21][C:22]([NH:24][C:25]1[CH:33]=[CH:32][CH:31]=[CH:30][C:26]=1[C:27]([OH:29])=[O:28])=[O:23])(O)=O. The catalyst is C1(C)C=CC=CC=1. The product is [OH:7][C:8]1[CH:15]=[CH:14][C:11](/[CH:12]=[CH:21]/[C:22]([NH:24][C:25]2[CH:33]=[CH:32][CH:31]=[CH:30][C:26]=2[C:27]([OH:29])=[O:28])=[O:23])=[CH:10][C:9]=1[O:16][CH3:17]. The yield is 0.780. (7) The reactants are [Si]([O:8][CH:9]1[CH2:13][N:12]([C:14]2[CH:19]=[CH:18][N:17]3[N:20]=[CH:21][C:22]([C:23]([O:25][CH2:26][CH3:27])=[O:24])=[C:16]3[N:15]=2)[C@@H:11]([C:28]2[CH:33]=[C:32]([F:34])[CH:31]=[CH:30][C:29]=2[O:35][CH3:36])[CH2:10]1)(C(C)(C)C)(C)C.CCCC[N+](CCCC)(CCCC)CCCC.[F-]. The catalyst is C1COCC1.CCOC(C)=O. The product is [F:34][C:32]1[CH:31]=[CH:30][C:29]([O:35][CH3:36])=[C:28]([C@H:11]2[CH2:10][CH:9]([OH:8])[CH2:13][N:12]2[C:14]2[CH:19]=[CH:18][N:17]3[N:20]=[CH:21][C:22]([C:23]([O:25][CH2:26][CH3:27])=[O:24])=[C:16]3[N:15]=2)[CH:33]=1. The yield is 1.00.